Dataset: Catalyst prediction with 721,799 reactions and 888 catalyst types from USPTO. Task: Predict which catalyst facilitates the given reaction. (1) Reactant: [BrH:1].[CH2:2]([C:4]1[C:9]([CH2:10][CH2:11][CH2:12]OCCCCC)=[C:8]([NH2:19])[N:7]2[N:20]=[CH:21][N:22]=[C:6]2[N:5]=1)[CH3:3].C(#N)C.O. Product: [Br:1][CH2:12][CH2:11][CH2:10][C:9]1[C:4]([CH2:2][CH3:3])=[N:5][C:6]2[N:7]([N:20]=[CH:21][N:22]=2)[C:8]=1[NH2:19]. The catalyst class is: 15. (2) Reactant: [Cl-].O[NH3+:3].[C:4](=[O:7])([O-])[OH:5].[Na+].CS(C)=O.[CH3:13][O:14][CH2:15][CH2:16][O:17][CH:18]1[CH2:23][CH2:22][CH:21]([N:24]2[C:29](=[O:30])[C:28]([CH2:31][C:32]3[CH:37]=[CH:36][C:35]([C:38]4[C:39]([C:44]#[N:45])=[CH:40][CH:41]=[CH:42][CH:43]=4)=[CH:34][CH:33]=3)=[C:27]([CH2:46][CH2:47][CH3:48])[N:26]3[N:49]=[CH:50][N:51]=[C:25]23)[CH2:20][CH2:19]1. Product: [CH3:13][O:14][CH2:15][CH2:16][O:17][CH:18]1[CH2:23][CH2:22][CH:21]([N:24]2[C:29](=[O:30])[C:28]([CH2:31][C:32]3[CH:37]=[CH:36][C:35]([C:38]4[CH:43]=[CH:42][CH:41]=[CH:40][C:39]=4[C:44]4[NH:3][C:4](=[O:7])[O:5][N:45]=4)=[CH:34][CH:33]=3)=[C:27]([CH2:46][CH2:47][CH3:48])[N:26]3[N:49]=[CH:50][N:51]=[C:25]23)[CH2:20][CH2:19]1. The catalyst class is: 13. (3) Reactant: [CH3:1][C:2]1([CH3:41])[O:7][C:6]2[CH:8]=[CH:9][C:10]([C@H:12]3[O:16]C(=O)[N:14]([CH2:18][CH2:19][C:20]4[CH:40]=[CH:39][C:23]([O:24][CH2:25][CH2:26][O:27][CH2:28][C:29]5[CH:30]=[C:31]([NH:35][C:36]([NH2:38])=[O:37])[CH:32]=[CH:33][CH:34]=5)=[CH:22][CH:21]=4)[CH2:13]3)=[CH:11][C:5]=2[CH2:4][O:3]1.CC1(C)OC2C=CC([C@H]3OC(=O)N(CCC4C=CC(OCCOCC5C=C(NC(=N)OC(=N)N)C=CC=5)=CC=4)C3)=CC=2CO1.O([Si](C)(C)C)[K]. Product: [CH3:1][C:2]1([CH3:41])[O:7][C:6]2[CH:8]=[CH:9][C:10]([C@@H:12]([OH:16])[CH2:13][NH:14][CH2:18][CH2:19][C:20]3[CH:21]=[CH:22][C:23]([O:24][CH2:25][CH2:26][O:27][CH2:28][C:29]4[CH:30]=[C:31]([NH:35][C:36]([NH2:38])=[O:37])[CH:32]=[CH:33][CH:34]=4)=[CH:39][CH:40]=3)=[CH:11][C:5]=2[CH2:4][O:3]1. The catalyst class is: 1. (4) Reactant: [F:1][C:2]([F:29])([F:28])[C:3]1[CH:8]=[CH:7][C:6]([C:9]2[C:10]([C:15]([NH:17][CH2:18][C:19]3[CH:27]=[CH:26][C:22]([C:23]([OH:25])=O)=[CH:21][CH:20]=3)=[O:16])=[CH:11][CH:12]=[CH:13][CH:14]=2)=[CH:5][CH:4]=1.[CH2:30]1CN([P+](Br)(N2CCCC2)N2CCCC2)C[CH2:31]1.F[P-](F)(F)(F)(F)F.Cl.[NH2:55][CH:56]([C:65]1[CH:70]=[CH:69][CH:68]=[CH:67][CH:66]=1)[C:57]([N:59]1[CH2:64][CH2:63][CH2:62][CH2:61][CH2:60]1)=[O:58].CCN(C(C)C)C(C)C. Product: [CH2:64]([NH:59][C:57]([CH:56]([NH:55][C:23]([C:22]1[CH:21]=[CH:20][C:19]([CH2:18][NH:17][C:15]([C:10]2[C:9]([C:6]3[CH:5]=[CH:4][C:3]([C:2]([F:29])([F:1])[F:28])=[CH:8][CH:7]=3)=[CH:14][CH:13]=[CH:12][CH:11]=2)=[O:16])=[CH:27][CH:26]=1)=[O:25])[C:65]1[CH:70]=[CH:69][CH:68]=[CH:67][CH:66]=1)=[O:58])[C:63]1[CH:31]=[CH:30][CH:60]=[CH:61][CH:62]=1. The catalyst class is: 2. (5) Reactant: [F:1][C:2]1[CH:3]=[C:4]([C:9]([OH:12])([CH3:11])[CH3:10])[CH:5]=[C:6]([F:8])[CH:7]=1.[H-].[Na+].[CH3:15]I. Product: [F:1][C:2]1[CH:3]=[C:4]([C:9]([O:12][CH3:15])([CH3:10])[CH3:11])[CH:5]=[C:6]([F:8])[CH:7]=1. The catalyst class is: 3.